From a dataset of NCI-60 drug combinations with 297,098 pairs across 59 cell lines. Regression. Given two drug SMILES strings and cell line genomic features, predict the synergy score measuring deviation from expected non-interaction effect. (1) Synergy scores: CSS=5.36, Synergy_ZIP=0.445, Synergy_Bliss=3.72, Synergy_Loewe=3.89, Synergy_HSA=4.71. Drug 2: CCCS(=O)(=O)NC1=C(C(=C(C=C1)F)C(=O)C2=CNC3=C2C=C(C=N3)C4=CC=C(C=C4)Cl)F. Cell line: MDA-MB-231. Drug 1: CC12CCC(CC1=CCC3C2CCC4(C3CC=C4C5=CN=CC=C5)C)O. (2) Drug 1: CC(C1=C(C=CC(=C1Cl)F)Cl)OC2=C(N=CC(=C2)C3=CN(N=C3)C4CCNCC4)N. Drug 2: CN(CCCl)CCCl.Cl. Cell line: SR. Synergy scores: CSS=81.3, Synergy_ZIP=3.35, Synergy_Bliss=2.22, Synergy_Loewe=-1.75, Synergy_HSA=3.46. (3) Drug 1: C1CC(C1)(C(=O)O)C(=O)O.[NH2-].[NH2-].[Pt+2]. Drug 2: CC1=C(C(=CC=C1)Cl)NC(=O)C2=CN=C(S2)NC3=CC(=NC(=N3)C)N4CCN(CC4)CCO. Cell line: UACC62. Synergy scores: CSS=23.9, Synergy_ZIP=-1.18, Synergy_Bliss=5.27, Synergy_Loewe=3.44, Synergy_HSA=5.29. (4) Drug 1: COC1=NC(=NC2=C1N=CN2C3C(C(C(O3)CO)O)O)N. Drug 2: CC12CCC3C(C1CCC2OP(=O)(O)O)CCC4=C3C=CC(=C4)OC(=O)N(CCCl)CCCl.[Na+]. Cell line: CAKI-1. Synergy scores: CSS=-4.70, Synergy_ZIP=4.60, Synergy_Bliss=3.07, Synergy_Loewe=-9.23, Synergy_HSA=-7.97. (5) Drug 1: CC1C(C(CC(O1)OC2CC(CC3=C2C(=C4C(=C3O)C(=O)C5=C(C4=O)C(=CC=C5)OC)O)(C(=O)CO)O)N)O.Cl. Drug 2: C1C(C(OC1N2C=NC(=NC2=O)N)CO)O. Cell line: MCF7. Synergy scores: CSS=8.63, Synergy_ZIP=-3.23, Synergy_Bliss=-0.675, Synergy_Loewe=1.02, Synergy_HSA=1.39. (6) Drug 1: CCN(CC)CCNC(=O)C1=C(NC(=C1C)C=C2C3=C(C=CC(=C3)F)NC2=O)C. Drug 2: C1C(C(OC1N2C=NC3=C2NC=NCC3O)CO)O. Cell line: SNB-19. Synergy scores: CSS=-2.47, Synergy_ZIP=1.60, Synergy_Bliss=-1.10, Synergy_Loewe=-6.17, Synergy_HSA=-4.97.